This data is from NCI-60 drug combinations with 297,098 pairs across 59 cell lines. The task is: Regression. Given two drug SMILES strings and cell line genomic features, predict the synergy score measuring deviation from expected non-interaction effect. (1) Drug 1: CCN(CC)CCNC(=O)C1=C(NC(=C1C)C=C2C3=C(C=CC(=C3)F)NC2=O)C. Drug 2: C1=CN(C=N1)CC(O)(P(=O)(O)O)P(=O)(O)O. Cell line: IGROV1. Synergy scores: CSS=-0.173, Synergy_ZIP=-0.216, Synergy_Bliss=-0.732, Synergy_Loewe=-2.06, Synergy_HSA=-1.95. (2) Drug 1: CC1CCC2CC(C(=CC=CC=CC(CC(C(=O)C(C(C(=CC(C(=O)CC(OC(=O)C3CCCCN3C(=O)C(=O)C1(O2)O)C(C)CC4CCC(C(C4)OC)O)C)C)O)OC)C)C)C)OC. Drug 2: COCCOC1=C(C=C2C(=C1)C(=NC=N2)NC3=CC=CC(=C3)C#C)OCCOC.Cl. Cell line: HT29. Synergy scores: CSS=15.4, Synergy_ZIP=-4.23, Synergy_Bliss=-2.60, Synergy_Loewe=-19.8, Synergy_HSA=-4.09. (3) Drug 1: CNC(=O)C1=NC=CC(=C1)OC2=CC=C(C=C2)NC(=O)NC3=CC(=C(C=C3)Cl)C(F)(F)F. Drug 2: CCC1(CC2CC(C3=C(CCN(C2)C1)C4=CC=CC=C4N3)(C5=C(C=C6C(=C5)C78CCN9C7C(C=CC9)(C(C(C8N6C)(C(=O)OC)O)OC(=O)C)CC)OC)C(=O)OC)O.OS(=O)(=O)O. Cell line: CAKI-1. Synergy scores: CSS=-9.23, Synergy_ZIP=9.45, Synergy_Bliss=6.18, Synergy_Loewe=-6.37, Synergy_HSA=-8.42. (4) Drug 1: C1=C(C(=O)NC(=O)N1)N(CCCl)CCCl. Synergy scores: CSS=52.6, Synergy_ZIP=-2.45, Synergy_Bliss=-1.65, Synergy_Loewe=-19.2, Synergy_HSA=1.69. Drug 2: CCC1(CC2CC(C3=C(CCN(C2)C1)C4=CC=CC=C4N3)(C5=C(C=C6C(=C5)C78CCN9C7C(C=CC9)(C(C(C8N6C)(C(=O)OC)O)OC(=O)C)CC)OC)C(=O)OC)O.OS(=O)(=O)O. Cell line: SK-MEL-5. (5) Drug 1: CC1=CC2C(CCC3(C2CCC3(C(=O)C)OC(=O)C)C)C4(C1=CC(=O)CC4)C. Drug 2: C1=C(C(=O)NC(=O)N1)N(CCCl)CCCl. Cell line: EKVX. Synergy scores: CSS=5.59, Synergy_ZIP=-5.18, Synergy_Bliss=-2.41, Synergy_Loewe=-5.36, Synergy_HSA=-1.33. (6) Drug 1: C1=NC(=NC(=O)N1C2C(C(C(O2)CO)O)O)N. Drug 2: CCC1(CC2CC(C3=C(CCN(C2)C1)C4=CC=CC=C4N3)(C5=C(C=C6C(=C5)C78CCN9C7C(C=CC9)(C(C(C8N6C)(C(=O)OC)O)OC(=O)C)CC)OC)C(=O)OC)O.OS(=O)(=O)O. Cell line: UO-31. Synergy scores: CSS=1.91, Synergy_ZIP=-1.63, Synergy_Bliss=-1.08, Synergy_Loewe=-0.967, Synergy_HSA=-0.858. (7) Drug 1: CC1C(C(=O)NC(C(=O)N2CCCC2C(=O)N(CC(=O)N(C(C(=O)O1)C(C)C)C)C)C(C)C)NC(=O)C3=C4C(=C(C=C3)C)OC5=C(C(=O)C(=C(C5=N4)C(=O)NC6C(OC(=O)C(N(C(=O)CN(C(=O)C7CCCN7C(=O)C(NC6=O)C(C)C)C)C)C(C)C)C)N)C. Drug 2: CC1C(C(CC(O1)OC2CC(OC(C2O)C)OC3=CC4=CC5=C(C(=O)C(C(C5)C(C(=O)C(C(C)O)O)OC)OC6CC(C(C(O6)C)O)OC7CC(C(C(O7)C)O)OC8CC(C(C(O8)C)O)(C)O)C(=C4C(=C3C)O)O)O)O. Cell line: NCI-H460. Synergy scores: CSS=39.2, Synergy_ZIP=1.57, Synergy_Bliss=1.16, Synergy_Loewe=-6.38, Synergy_HSA=2.01. (8) Drug 1: C1=CC(=C2C(=C1NCCNCCO)C(=O)C3=C(C=CC(=C3C2=O)O)O)NCCNCCO. Drug 2: C1=NC2=C(N=C(N=C2N1C3C(C(C(O3)CO)O)F)Cl)N. Cell line: CAKI-1. Synergy scores: CSS=58.3, Synergy_ZIP=-5.50, Synergy_Bliss=-6.63, Synergy_Loewe=-6.22, Synergy_HSA=-0.170. (9) Drug 1: C1=CC(=CC=C1C#N)C(C2=CC=C(C=C2)C#N)N3C=NC=N3. Drug 2: C1=NC2=C(N=C(N=C2N1C3C(C(C(O3)CO)O)O)F)N. Cell line: HOP-62. Synergy scores: CSS=12.1, Synergy_ZIP=-10.8, Synergy_Bliss=-3.97, Synergy_Loewe=-5.96, Synergy_HSA=-5.31. (10) Drug 1: CC12CCC(CC1=CCC3C2CCC4(C3CC=C4C5=CN=CC=C5)C)O. Drug 2: C1=NC(=NC(=O)N1C2C(C(C(O2)CO)O)O)N. Cell line: U251. Synergy scores: CSS=6.95, Synergy_ZIP=-2.83, Synergy_Bliss=-1.10, Synergy_Loewe=-2.11, Synergy_HSA=-1.15.